Dataset: Reaction yield outcomes from USPTO patents with 853,638 reactions. Task: Predict the reaction yield, written as a fraction of the theoretical maximum amount of product (1.0 means a 100% yield; for example, 0.34 means a 34% yield). (1) The reactants are C[Si](C=[N+]=[N-])(C)C.[CH3:8]CCCCC.[C:14]1([C:20]23[CH2:29][CH:24]4[CH2:25][CH:26]([CH2:28][C:22]([C:30]([OH:32])=[O:31])([CH2:23]4)[CH2:21]2)[CH2:27]3)[CH:19]=[CH:18][CH:17]=[CH:16][CH:15]=1. The catalyst is C1(C)C=CC=CC=1.CO. The product is [C:14]1([C:20]23[CH2:29][CH:24]4[CH2:25][CH:26]([CH2:28][C:22]([C:30]([O:32][CH3:8])=[O:31])([CH2:23]4)[CH2:21]2)[CH2:27]3)[CH:15]=[CH:16][CH:17]=[CH:18][CH:19]=1. The yield is 0.970. (2) The reactants are Br[N:2]1C(=O)[CH2:5][CH2:4][C:3]1=O.CO/C=C/C#N.[F:15][C:16]1[CH:17]=[CH:18][C:19]([NH2:22])=[N:20][CH:21]=1. The catalyst is O1CCOCC1.O. The product is [F:15][C:16]1[CH:17]=[CH:18][C:19]2[N:20]([C:4]([C:3]#[N:2])=[CH:5][N:22]=2)[CH:21]=1. The yield is 0.940. (3) The reactants are [CH2:1]([O:4][C@@H:5]([CH3:16])[CH2:6][C@@H:7]([CH3:15])[CH:8]([NH2:14])[C:9]([O:11][CH2:12][CH3:13])=[O:10])[CH:2]=[CH2:3].[C:17](O[C:17]([O:19][C:20]([CH3:23])([CH3:22])[CH3:21])=[O:18])([O:19][C:20]([CH3:23])([CH3:22])[CH3:21])=[O:18].CCN(CC)CC. The catalyst is C(Cl)Cl. The product is [CH2:1]([O:4][C@@H:5]([CH3:16])[CH2:6][C@@H:7]([CH3:15])[CH:8]([NH:14][C:17]([O:19][C:20]([CH3:23])([CH3:22])[CH3:21])=[O:18])[C:9]([O:11][CH2:12][CH3:13])=[O:10])[CH:2]=[CH2:3]. The yield is 0.950. (4) The reactants are Br[C:2]1[CH:7]=[CH:6][N:5]=[C:4]([NH:8][C:9](=[O:11])[CH3:10])[CH:3]=1.[CH3:12][Si:13]([C:16]#[CH:17])([CH3:15])[CH3:14]. The catalyst is Cl[Pd](Cl)([P](C1C=CC=CC=1)(C1C=CC=CC=1)C1C=CC=CC=1)[P](C1C=CC=CC=1)(C1C=CC=CC=1)C1C=CC=CC=1.[Cu]I. The product is [CH3:12][Si:13]([C:16]#[C:17][C:2]1[CH:7]=[CH:6][N:5]=[C:4]([NH:8][C:9](=[O:11])[CH3:10])[CH:3]=1)([CH3:15])[CH3:14]. The yield is 0.930. (5) The reactants are C(OC([O:8][NH:9][C:10]([C:12]1[CH:13]=[N:14][C:15]([N:18]2[CH2:23][CH:22]3[CH:20]([CH:21]3[N:24]([C:36](=[O:44])[CH2:37][CH2:38][N:39]([CH2:42][CH3:43])[CH2:40][CH3:41])[CH2:25][C:26]3[CH:35]=[CH:34][C:33]4[C:28](=[CH:29][CH:30]=[CH:31][CH:32]=4)[CH:27]=3)[CH2:19]2)=[N:16][CH:17]=1)=[O:11])C)C(C)C.Cl.O1CCOCC1. The catalyst is C(Cl)Cl. The product is [OH:8][NH:9][C:10]([C:12]1[CH:13]=[N:14][C:15]([N:18]2[CH2:23][CH:22]3[CH:20]([CH:21]3[N:24]([C:36](=[O:44])[CH2:37][CH2:38][N:39]([CH2:42][CH3:43])[CH2:40][CH3:41])[CH2:25][C:26]3[CH:35]=[CH:34][C:33]4[C:28](=[CH:29][CH:30]=[CH:31][CH:32]=4)[CH:27]=3)[CH2:19]2)=[N:16][CH:17]=1)=[O:11]. The yield is 0.570. (6) The catalyst is ClCCl. The yield is 0.940. The reactants are [C:12]([O:11][C:9](O[C:9]([O:11][C:12]([CH3:15])([CH3:14])[CH3:13])=[O:10])=[O:10])([CH3:15])([CH3:14])[CH3:13].[NH:16]1[CH2:21][CH2:20][CH:19]([C:22]([OH:24])=[O:23])[CH2:18][CH2:17]1.C(N(CC)CC)C.CN(C)CCN. The product is [CH3:15][C:12]([CH3:13])([O:11][C:9]([N:16]1[CH2:21][CH2:20][CH:19]([C:22]([OH:24])=[O:23])[CH2:18][CH2:17]1)=[O:10])[CH3:14].